This data is from Full USPTO retrosynthesis dataset with 1.9M reactions from patents (1976-2016). The task is: Predict the reactants needed to synthesize the given product. (1) Given the product [CH3:1][C@:2]12[C@@H:11]3[CH2:12][CH2:13][C@@:14]4([OH:19])[C:16]([CH2:18][C@@:10]3([CH2:15]4)[CH2:9][CH2:8][C@@H:7]1[C@@:6]([C:43]([OH:45])=[O:44])([CH3:42])[CH2:5][CH2:4][CH2:3]2)=[CH2:17], predict the reactants needed to synthesize it. The reactants are: [CH3:1][C@:2]12[C@@H:11]3[CH2:12][CH2:13][C@@:14]4([O:19][C@@H]5O[C@H](CO)[C@@H](O)[C@H](O)[C@H]5O[C@@H]5O[C@H](CO)[C@@H](O)[C@H](O)[C@H]5O)[C:16]([CH2:18][C@@:10]3([CH2:15]4)[CH2:9][CH2:8][C@@H:7]1[C@@:6]([C:43]([O:45][C@@H]1O[C@H](CO)[C@@H](O)[C@H](O)[C@H]1O)=[O:44])([CH3:42])[CH2:5][CH2:4][CH2:3]2)=[CH2:17].C[C@]12[C@@H]3CC[C@@]4(O[C@@H]5O[C@H](CO)[C@@H](O)[C@H](O)[C@H]5O[C@@H]5O[C@H](CO)[C@@H](O)[C@H](O[C@@H]6O[C@H](CO)[C@@H](O)[C@H](O)[C@H]6O)[C@H]5O)C(C[C@@]3(C4)CC[C@@H]1[C@@](C(O[C@@H]1O[C@H](CO)[C@@H](O)[C@H](O)[C@H]1O)=O)(C)CCC2)=C. (2) Given the product [ClH:20].[CH2:18]([C:10]1[C:11]2[C:16](=[CH:15][C:14]([OH:17])=[CH:13][CH:12]=2)[NH:8][N:9]=1)[CH3:19], predict the reactants needed to synthesize it. The reactants are: C([N:8]1[C:16]2[C:11](=[CH:12][CH:13]=[C:14]([OH:17])[CH:15]=2)[C:10]([CH2:18][CH3:19])=[N:9]1)C1C=CC=CC=1.[ClH:20].